Dataset: Full USPTO retrosynthesis dataset with 1.9M reactions from patents (1976-2016). Task: Predict the reactants needed to synthesize the given product. (1) Given the product [CH3:24][O:23][C:22](=[O:25])[N:21]([CH2:20][C:11]1[CH:12]=[C:13]([C:16]([F:19])([F:18])[F:17])[CH:14]=[CH:15][C:10]=1[C:8]1[CH:9]=[C:4]([CH:1]([CH3:3])[CH3:2])[CH:5]=[CH:6][C:7]=1[O:26][CH3:27])[CH2:33][C:32]1[CH:35]=[CH:36][CH:37]=[C:30]([C:29]([F:28])([F:38])[F:39])[CH:31]=1, predict the reactants needed to synthesize it. The reactants are: [CH:1]([C:4]1[CH:5]=[CH:6][C:7]([O:26][CH3:27])=[C:8]([C:10]2[CH:15]=[CH:14][C:13]([C:16]([F:19])([F:18])[F:17])=[CH:12][C:11]=2[CH2:20][NH:21][C:22](=[O:25])[O:23][CH3:24])[CH:9]=1)([CH3:3])[CH3:2].[F:28][C:29]([F:39])([F:38])[C:30]1[CH:31]=[C:32]([CH:35]=[CH:36][CH:37]=1)[CH2:33]Br.C[Si]([N-][Si](C)(C)C)(C)C.[K+].O. (2) Given the product [N:15]1[C:16]2[C:11](=[CH:10][CH:9]=[C:18]3[CH:19]=[CH:20][CH:21]=[CH:22][C:17]3=2)[C:12](=[O:30])[NH:13][CH:14]=1, predict the reactants needed to synthesize it. The reactants are: ClC1N=CC(C[C:9]2[CH:10]=[C:11]3[C:16](=[C:17]4[CH:22]=[CH:21][CH:20]=[CH:19][C:18]=24)[N:15]=[CH:14][N:13]([C@H]2CCCC[C@@H]2O)[C:12]3=[O:30])=CC=1.ClC1N=CC(CC2C=C3C(=C4C=CC=CC=24)N=CN([C@H]2CCCC[C@@H]2NC(=O)OC(C)(C)C)C3=O)=CC=1.Cl. (3) Given the product [CH2:13]([N:10]1[C:9](=[O:20])[C:8]([CH2:21][CH3:22])=[C:7]([O:6][CH2:5][C:4]2[CH:23]=[CH:24][CH:25]=[CH:26][C:3]=2[CH2:2][NH:1][C:44]([NH:43][C:41]2[N:40]([C:56]3[CH:61]=[CH:60][C:59]([CH3:62])=[CH:58][CH:57]=3)[N:39]=[C:38]([C:34]([CH3:37])([CH3:36])[CH3:35])[CH:42]=2)=[O:45])[N:12]=[CH:11]1)[C:14]1[CH:15]=[CH:16][CH:17]=[CH:18][CH:19]=1, predict the reactants needed to synthesize it. The reactants are: [NH2:1][CH2:2][C:3]1[CH:26]=[CH:25][CH:24]=[CH:23][C:4]=1[CH2:5][O:6][C:7]1[N:12]=[CH:11][N:10]([CH2:13][C:14]2[CH:19]=[CH:18][CH:17]=[CH:16][CH:15]=2)[C:9](=[O:20])[C:8]=1[CH2:21][CH3:22].C(N(CC)CC)C.[C:34]([C:38]1[CH:42]=[C:41]([NH:43][C:44](=O)[O:45]C2C=CC([N+]([O-])=O)=CC=2)[N:40]([C:56]2[CH:61]=[CH:60][C:59]([CH3:62])=[CH:58][CH:57]=2)[N:39]=1)([CH3:37])([CH3:36])[CH3:35].BrC1C(=O)N(CC2C=CC(OC)=CC=2)C(C)=CC=1OCC1C=CC=CC=1CNC(NC1N(C2C=CC(C)=CC=2)N=C(C(C)(C)C)C=1)=O. (4) Given the product [CH3:1][N:2]1[CH2:3][CH2:4][N:5]([CH2:8][C:9]2[CH:10]=[CH:11][C:12](/[CH:15]=[CH:16]/[C:27]3[CH:32]=[C:31]([C:33]4[NH:42][C:36]5=[N:37][C:38](=[O:46])[NH:39][CH:40]=[C:35]5[CH:34]=4)[CH:30]=[CH:29][N:28]=3)=[CH:13][CH:14]=2)[CH2:6][CH2:7]1, predict the reactants needed to synthesize it. The reactants are: [CH3:1][N:2]1[CH2:7][CH2:6][N:5]([CH2:8][C:9]2[CH:14]=[CH:13][C:12](/[CH:15]=[CH:16]/B3OC(C)(C)C(C)(C)O3)=[CH:11][CH:10]=2)[CH2:4][CH2:3]1.Cl[C:27]1[CH:32]=[C:31]([C:33]2[NH:42][C:36]3[N:37]=[CH:38][NH:39][C:40](=O)[C:35]=3[CH:34]=2)[CH:30]=[CH:29][N:28]=1.C([OH:46])CC. (5) The reactants are: [CH3:1][N:2]1[CH:6]=[C:5]([C:7]2[CH:12]=[C:11]([O:13][C:14]3[CH:15]=[CH:16][C:17]([NH:20][C:21]([NH:23][C:24](=[O:32])[CH2:25][CH:26]4[CH2:31][CH2:30][O:29][CH2:28][CH2:27]4)=[O:22])=[N:18][CH:19]=3)[CH:10]=[CH:9][N:8]=2)[CH:4]=[N:3]1.N1C=CC=C[CH:34]=1.C1COCC1. Given the product [CH3:34][C:19]1[N:18]=[C:17]([NH:20][C:21]([NH:23][C:24](=[O:32])[CH2:25][CH:26]2[CH2:31][CH2:30][O:29][CH2:28][CH2:27]2)=[O:22])[CH:16]=[CH:15][C:14]=1[O:13][C:11]1[CH:10]=[CH:9][N:8]=[C:7]([C:5]2[CH:4]=[N:3][N:2]([CH3:1])[CH:6]=2)[CH:12]=1, predict the reactants needed to synthesize it. (6) Given the product [C:26]([C:23]1([NH:22][C:20](=[O:21])[C@H:14]([CH2:15][C:16]([F:19])([CH3:18])[CH3:17])[NH:13][C@@H:8]([C:5]2[CH:6]=[CH:7][C:2]([B:28]3[O:32][C:31]([CH3:34])([CH3:33])[C:30]([CH3:36])([CH3:35])[O:29]3)=[CH:3][CH:4]=2)[C:9]([F:12])([F:11])[F:10])[CH2:25][CH2:24]1)#[N:27], predict the reactants needed to synthesize it. The reactants are: Br[C:2]1[CH:7]=[CH:6][C:5]([C@H:8]([NH:13][C@H:14]([C:20]([NH:22][C:23]2([C:26]#[N:27])[CH2:25][CH2:24]2)=[O:21])[CH2:15][C:16]([F:19])([CH3:18])[CH3:17])[C:9]([F:12])([F:11])[F:10])=[CH:4][CH:3]=1.[B:28]1([B:28]2[O:32][C:31]([CH3:34])([CH3:33])[C:30]([CH3:36])([CH3:35])[O:29]2)[O:32][C:31]([CH3:34])([CH3:33])[C:30]([CH3:36])([CH3:35])[O:29]1.C([O-])(=O)C.[K+].ClCCl.